This data is from Reaction yield outcomes from USPTO patents with 853,638 reactions. The task is: Predict the reaction yield, written as a fraction of the theoretical maximum amount of product (1.0 means a 100% yield; for example, 0.34 means a 34% yield). (1) The reactants are [CH3:1][C:2]1([CH3:30])[CH2:11][C:10]2[C:5](=[CH:6][CH:7]=[C:8]([C:12]([O:14]C)=[O:13])[CH:9]=2)[NH:4][CH:3]1[C:16]1[CH:21]=[CH:20][CH:19]=[C:18]([C:22](=[O:29])[NH:23][CH:24]2[CH2:28][CH2:27][O:26][CH2:25]2)[CH:17]=1.[OH-].[Na+]. The catalyst is CO. The product is [CH3:1][C:2]1([CH3:30])[CH2:11][C:10]2[C:5](=[CH:6][CH:7]=[C:8]([C:12]([OH:14])=[O:13])[CH:9]=2)[NH:4][CH:3]1[C:16]1[CH:21]=[CH:20][CH:19]=[C:18]([C:22](=[O:29])[NH:23][CH:24]2[CH2:28][CH2:27][O:26][CH2:25]2)[CH:17]=1. The yield is 0.700. (2) The reactants are C([O:3][C:4](=[O:20])[CH2:5][N:6]([C:8](=[O:19])[CH2:9][N:10]([C:12]([O:14][C:15]([CH3:18])([CH3:17])[CH3:16])=[O:13])[CH3:11])[CH3:7])C.[Li+].[OH-]. The catalyst is O.C1COCC1. The product is [C:15]([O:14][C:12]([N:10]([CH3:11])[CH2:9][C:8]([N:6]([CH2:5][C:4]([OH:20])=[O:3])[CH3:7])=[O:19])=[O:13])([CH3:18])([CH3:17])[CH3:16]. The yield is 0.900. (3) The reactants are [CH2:1]([O:3][CH:4]([O:18][CH2:19][CH3:20])[CH2:5][NH:6][CH2:7][C:8]1[C:17]2[C:12](=[CH:13][CH:14]=[CH:15][CH:16]=2)[CH:11]=[CH:10][CH:9]=1)[CH3:2].[CH:21]1[C:33]2[CH:32]([CH2:34][O:35][C:36]([NH:38][C@@H:39]([CH2:43][C:44]3[CH:49]=[CH:48][C:47]([O:50][C:51]([CH3:54])([CH3:53])[CH3:52])=[CH:46][CH:45]=3)[C:40](O)=[O:41])=[O:37])[C:31]3[C:26](=[CH:27][CH:28]=[CH:29][CH:30]=3)[C:25]=2[CH:24]=[CH:23][CH:22]=1. No catalyst specified. The product is [C:51]([O:50][C:47]1[CH:46]=[CH:45][C:44]([CH2:43][C@H:39]([NH:38][C:36](=[O:37])[O:35][CH2:34][CH:32]2[C:33]3[CH:21]=[CH:22][CH:23]=[CH:24][C:25]=3[C:26]3[C:31]2=[CH:30][CH:29]=[CH:28][CH:27]=3)[C:40]([N:6]([CH2:5][CH:4]([O:3][CH2:1][CH3:2])[O:18][CH2:19][CH3:20])[CH2:7][C:8]2[C:17]3[C:12](=[CH:13][CH:14]=[CH:15][CH:16]=3)[CH:11]=[CH:10][CH:9]=2)=[O:41])=[CH:49][CH:48]=1)([CH3:54])([CH3:52])[CH3:53]. The yield is 0.900. (4) The reactants are [C:1]([C:3]1[CH:8]=[CH:7][CH:6]=[CH:5][C:4]=1[C:9]1[CH:39]=[CH:38][C:12]([C:13]([NH:15][CH2:16][C@H:17]2[CH2:21][CH2:20][CH2:19][N:18]2[C:22](=[O:37])[CH2:23][CH2:24][CH2:25][NH:26]C(=O)OCC2C=CC=CC=2)=[O:14])=[C:11]([NH:40][CH2:41][CH2:42][CH:43]2[CH2:48][CH2:47][CH2:46][CH2:45][O:44]2)[N:10]=1)#[N:2].[Si](I)(C)(C)C. The catalyst is CC#N. The product is [NH2:26][CH2:25][CH2:24][CH2:23][C:22]([N:18]1[CH2:19][CH2:20][CH2:21][C@@H:17]1[CH2:16][NH:15][C:13](=[O:14])[C:12]1[CH:38]=[CH:39][C:9]([C:4]2[CH:5]=[CH:6][CH:7]=[CH:8][C:3]=2[C:1]#[N:2])=[N:10][C:11]=1[NH:40][CH2:41][CH2:42][CH:43]1[CH2:48][CH2:47][CH2:46][CH2:45][O:44]1)=[O:37]. The yield is 0.770.